Dataset: Full USPTO retrosynthesis dataset with 1.9M reactions from patents (1976-2016). Task: Predict the reactants needed to synthesize the given product. Given the product [O:31]=[S:22]1(=[O:30])[C:23]2[CH:29]=[CH:28][CH:27]=[CH:26][C:24]=2[CH2:25][N:19]([C:10]2[CH:9]=[C:8]([NH:7][C:5](=[O:6])[CH2:4][NH2:1])[C:17]3[C:12](=[CH:13][CH:14]=[C:15]([CH3:18])[CH:16]=3)[N:11]=2)[CH2:20][CH2:21]1, predict the reactants needed to synthesize it. The reactants are: [N:1]([CH2:4][C:5]([NH:7][C:8]1[C:17]2[C:12](=[CH:13][CH:14]=[C:15]([CH3:18])[CH:16]=2)[N:11]=[C:10]([N:19]2[CH2:25][C:24]3[CH:26]=[CH:27][CH:28]=[CH:29][C:23]=3[S:22](=[O:31])(=[O:30])[CH2:21][CH2:20]2)[CH:9]=1)=[O:6])=[N+]=[N-].